This data is from NCI-60 drug combinations with 297,098 pairs across 59 cell lines. The task is: Regression. Given two drug SMILES strings and cell line genomic features, predict the synergy score measuring deviation from expected non-interaction effect. (1) Drug 1: C1=CN(C=N1)CC(O)(P(=O)(O)O)P(=O)(O)O. Drug 2: C1C(C(OC1N2C=NC3=C2NC=NCC3O)CO)O. Cell line: UACC62. Synergy scores: CSS=0.748, Synergy_ZIP=-1.24, Synergy_Bliss=-2.70, Synergy_Loewe=-4.65, Synergy_HSA=-3.01. (2) Drug 1: C1=CC=C(C(=C1)C(C2=CC=C(C=C2)Cl)C(Cl)Cl)Cl. Drug 2: COC1=NC(=NC2=C1N=CN2C3C(C(C(O3)CO)O)O)N. Cell line: UACC62. Synergy scores: CSS=-1.43, Synergy_ZIP=0.992, Synergy_Bliss=0.641, Synergy_Loewe=-0.471, Synergy_HSA=-0.998. (3) Drug 1: C1CC(=O)NC(=O)C1N2CC3=C(C2=O)C=CC=C3N. Drug 2: CC1=C(C(CCC1)(C)C)C=CC(=CC=CC(=CC(=O)O)C)C. Cell line: K-562. Synergy scores: CSS=8.75, Synergy_ZIP=-6.35, Synergy_Bliss=-7.08, Synergy_Loewe=-5.95, Synergy_HSA=-4.21. (4) Drug 1: CN(C)N=NC1=C(NC=N1)C(=O)N. Drug 2: C1CN1P(=S)(N2CC2)N3CC3. Cell line: M14. Synergy scores: CSS=-0.626, Synergy_ZIP=-0.545, Synergy_Bliss=-4.14, Synergy_Loewe=-16.0, Synergy_HSA=-8.05.